From a dataset of Full USPTO retrosynthesis dataset with 1.9M reactions from patents (1976-2016). Predict the reactants needed to synthesize the given product. (1) Given the product [NH:3]1[C:7]2[CH:8]=[CH:9][CH:10]=[CH:11][C:6]=2[N:5]=[C:4]1[C@H:12]([NH:22][C:23]([N:25]1[CH2:30][CH:29]2[CH2:31][CH2:32][CH:26]1[CH2:27][N:28]2[C:43]([O:45][CH3:46])=[O:44])=[O:24])[CH2:13][C:14]1[CH:19]=[CH:18][C:17]([O:20][CH3:21])=[CH:16][CH:15]=1, predict the reactants needed to synthesize it. The reactants are: N#N.[NH:3]1[C:7]2[CH:8]=[CH:9][CH:10]=[CH:11][C:6]=2[N:5]=[C:4]1[C@H:12]([NH:22][C:23]([N:25]1[CH2:30][CH:29]2[CH2:31][CH2:32][CH:26]1[CH2:27][NH:28]2)=[O:24])[CH2:13][C:14]1[CH:19]=[CH:18][C:17]([O:20][CH3:21])=[CH:16][CH:15]=1.CCN(C(C)C)C(C)C.Cl[C:43]([O:45][CH3:46])=[O:44]. (2) Given the product [F:22][C:21]1[CH:20]=[CH:19][CH:18]=[C:17]([F:23])[C:16]=1[N:11]1[C:10]2[N:24]=[C:6]([NH:5][CH2:4][CH2:3][CH2:2][NH:40][CH2:38][CH3:39])[N:7]=[C:8]([C:25]3[CH:26]=[C:27]([CH:34]=[CH:35][C:36]=3[CH3:37])[C:28]([NH:30][CH2:31][CH2:32][CH3:33])=[O:29])[C:9]=2[CH2:14][NH:13][C:12]1=[O:15], predict the reactants needed to synthesize it. The reactants are: Cl[CH2:2][CH2:3][CH2:4][NH:5][C:6]1[N:7]=[C:8]([C:25]2[CH:26]=[C:27]([CH:34]=[CH:35][C:36]=2[CH3:37])[C:28]([NH:30][CH2:31][CH2:32][CH3:33])=[O:29])[C:9]2[CH2:14][NH:13][C:12](=[O:15])[N:11]([C:16]3[C:21]([F:22])=[CH:20][CH:19]=[CH:18][C:17]=3[F:23])[C:10]=2[N:24]=1.[CH2:38]([NH2:40])[CH3:39].C(=O)([O-])[O-].[K+].[K+]. (3) The reactants are: [C:1]([NH:9][C:10]1[S:11][CH2:12][C@@H:13]2[CH2:19][C@H:18]([C:20]([NH:22][C:23](=[N:25]O)[CH3:24])=[O:21])[O:17][CH2:16][C@:14]2([C:27]2[CH:32]=[CH:31][C:30]([F:33])=[CH:29][C:28]=2[F:34])[N:15]=1)(=[O:8])[C:2]1[CH:7]=[CH:6][CH:5]=[CH:4][CH:3]=1. Given the product [F:34][C:28]1[CH:29]=[C:30]([F:33])[CH:31]=[CH:32][C:27]=1[C@:14]12[CH2:16][O:17][C@@H:18]([C:20]3[O:21][N:25]=[C:23]([CH3:24])[N:22]=3)[CH2:19][C@H:13]1[CH2:12][S:11][C:10]([NH:9][C:1](=[O:8])[C:2]1[CH:7]=[CH:6][CH:5]=[CH:4][CH:3]=1)=[N:15]2, predict the reactants needed to synthesize it. (4) Given the product [NH:8]1[CH2:9][CH2:10][CH:11]([NH:14][C:15]2[N:16]=[CH:17][C:18]([O:21][CH2:22][CH2:23][CH2:25][OH:29])=[CH:19][N:20]=2)[CH2:12][CH2:13]1, predict the reactants needed to synthesize it. The reactants are: C(OC([N:8]1[CH2:13][CH2:12][CH:11]([NH:14][C:15]2[N:20]=[CH:19][C:18]([O:21][CH2:22][C:23]#N)=[CH:17][N:16]=2)[CH2:10][CH2:9]1)=O)(C)(C)C.[C:25]([O:29]C(N1CCC(NC2N=CC(O)=CN=2)CC1)=O)(C)(C)C.BrCCCOC1CCCCO1.C(=O)([O-])[O-].[K+].[K+].FC(F)(F)C(O)=O.N1CCC(NC2N=CC(OCC#N)=CN=2)CC1. (5) Given the product [CH2:16]([S:23][C:24]1[CH:33]=[C:32]2[C:27]([C:28]([C:4]3[CH:5]=[CH:6][C:7]([C:9]([F:12])([F:11])[F:10])=[CH:8][C:3]=3[O:2][CH3:1])=[CH:29][CH:30]=[N:31]2)=[CH:26][N:25]=1)[C:17]1[CH:18]=[CH:19][CH:20]=[CH:21][CH:22]=1, predict the reactants needed to synthesize it. The reactants are: [CH3:1][O:2][C:3]1[CH:8]=[C:7]([C:9]([F:12])([F:11])[F:10])[CH:6]=[CH:5][C:4]=1B(O)O.[CH2:16]([S:23][C:24]1[CH:33]=[C:32]2[C:27]([C:28](Br)=[CH:29][CH:30]=[N:31]2)=[CH:26][N:25]=1)[C:17]1[CH:22]=[CH:21][CH:20]=[CH:19][CH:18]=1.[O-]P([O-])([O-])=O.[K+].[K+].[K+].O1CCOCC1.